Dataset: NCI-60 drug combinations with 297,098 pairs across 59 cell lines. Task: Regression. Given two drug SMILES strings and cell line genomic features, predict the synergy score measuring deviation from expected non-interaction effect. (1) Drug 1: CC=C1C(=O)NC(C(=O)OC2CC(=O)NC(C(=O)NC(CSSCCC=C2)C(=O)N1)C(C)C)C(C)C. Drug 2: N.N.Cl[Pt+2]Cl. Cell line: A498. Synergy scores: CSS=63.8, Synergy_ZIP=-2.42, Synergy_Bliss=-1.18, Synergy_Loewe=-13.9, Synergy_HSA=2.40. (2) Drug 1: CC1C(C(CC(O1)OC2CC(CC3=C2C(=C4C(=C3O)C(=O)C5=C(C4=O)C(=CC=C5)OC)O)(C(=O)CO)O)N)O.Cl. Drug 2: C1CNP(=O)(OC1)N(CCCl)CCCl. Cell line: HS 578T. Synergy scores: CSS=1.89, Synergy_ZIP=-3.32, Synergy_Bliss=-4.34, Synergy_Loewe=-7.34, Synergy_HSA=-3.14. (3) Drug 1: C1CN1P(=S)(N2CC2)N3CC3. Drug 2: CC1C(C(CC(O1)OC2CC(OC(C2O)C)OC3=CC4=CC5=C(C(=O)C(C(C5)C(C(=O)C(C(C)O)O)OC)OC6CC(C(C(O6)C)O)OC7CC(C(C(O7)C)O)OC8CC(C(C(O8)C)O)(C)O)C(=C4C(=C3C)O)O)O)O. Cell line: IGROV1. Synergy scores: CSS=39.2, Synergy_ZIP=-2.78, Synergy_Bliss=0.0526, Synergy_Loewe=-0.286, Synergy_HSA=0.406. (4) Drug 1: CCC1=CC2CC(C3=C(CN(C2)C1)C4=CC=CC=C4N3)(C5=C(C=C6C(=C5)C78CCN9C7C(C=CC9)(C(C(C8N6C)(C(=O)OC)O)OC(=O)C)CC)OC)C(=O)OC.C(C(C(=O)O)O)(C(=O)O)O. Drug 2: CC1=C(C=C(C=C1)NC(=O)C2=CC=C(C=C2)CN3CCN(CC3)C)NC4=NC=CC(=N4)C5=CN=CC=C5. Cell line: HL-60(TB). Synergy scores: CSS=46.5, Synergy_ZIP=13.1, Synergy_Bliss=16.6, Synergy_Loewe=-32.2, Synergy_HSA=11.8.